From a dataset of Forward reaction prediction with 1.9M reactions from USPTO patents (1976-2016). Predict the product of the given reaction. (1) Given the reactants [OH:1][CH:2]1[CH2:7][CH2:6][N:5]([C:8]([O:10][C:11]([CH3:14])([CH3:13])[CH3:12])=[O:9])[CH2:4][CH2:3]1.O[C:16]1[CH:17]=[C:18]([C:22](=[O:24])[CH3:23])[CH:19]=[CH:20][CH:21]=1.C1(P(C2C=CC=CC=2)C2C=CC=CC=2)C=CC=CC=1.N(C(OC(C)C)=O)=NC(OC(C)C)=O, predict the reaction product. The product is: [C:22]([C:18]1[CH:17]=[C:16]([CH:21]=[CH:20][CH:19]=1)[O:1][CH:2]1[CH2:3][CH2:4][N:5]([C:8]([O:10][C:11]([CH3:14])([CH3:13])[CH3:12])=[O:9])[CH2:6][CH2:7]1)(=[O:24])[CH3:23]. (2) Given the reactants [N:1]1[C:8]([Cl:9])=[N:7][C:5](Cl)=[N:4][C:2]=1[Cl:3].[F:10][C:11]1[CH:12]=[C:13]([CH:15]=[CH:16][CH:17]=1)[NH2:14].[OH-].[Na+].Cl, predict the reaction product. The product is: [Cl:9][C:8]1[N:1]=[C:2]([Cl:3])[N:4]=[C:5]([NH:14][C:13]2[CH:15]=[CH:16][CH:17]=[C:11]([F:10])[CH:12]=2)[N:7]=1.